From a dataset of Reaction yield outcomes from USPTO patents with 853,638 reactions. Predict the reaction yield, written as a fraction of the theoretical maximum amount of product (1.0 means a 100% yield; for example, 0.34 means a 34% yield). (1) The reactants are [CH3:1][O:2][C:3](=[O:12])[CH2:4][C:5]1[CH:10]=[CH:9][C:8](Br)=[CH:7][CH:6]=1.C1(P(C2CCCCC2)C2C=CC=CC=2C2C(OC)=CC=CC=2OC)CCCCC1.P([O-])([O-])([O-])=O.[K+].[K+].[K+].[CH2:50]([C:52]([C:74]1[CH:79]=[CH:78][C:77](B2OC(C)(C)C(C)(C)O2)=[C:76]([CH3:89])[CH:75]=1)([C:55]1[CH:60]=[CH:59][C:58]([C:61]#[C:62][C:63]([CH2:71][CH3:72])([O:66][Si:67]([CH3:70])([CH3:69])[CH3:68])[CH2:64][CH3:65])=[C:57]([CH3:73])[CH:56]=1)[CH2:53][CH3:54])[CH3:51].C(=O)(O)[O-].[Na+]. The catalyst is C1(C)C=CC=CC=1.C([O-])(=O)C.[Pd+2].C([O-])(=O)C.O. The product is [CH3:1][O:2][C:3](=[O:12])[CH2:4][C:5]1[CH:10]=[CH:9][C:8]([C:77]2[CH:78]=[CH:79][C:74]([C:52]([CH2:53][CH3:54])([C:55]3[CH:60]=[CH:59][C:58]([C:61]#[C:62][C:63]([CH2:71][CH3:72])([O:66][Si:67]([CH3:68])([CH3:69])[CH3:70])[CH2:64][CH3:65])=[C:57]([CH3:73])[CH:56]=3)[CH2:50][CH3:51])=[CH:75][C:76]=2[CH3:89])=[CH:7][CH:6]=1. The yield is 0.420. (2) The reactants are [Cl:1][CH2:2][CH2:3][N:4]=[C:5]=[O:6].[C:7]([C:11]1[CH:16]=[C:15]([NH2:17])[CH:14]=[C:13]([C:18]([CH3:21])([CH3:20])[CH3:19])[C:12]=1[OH:22])([CH3:10])([CH3:9])[CH3:8]. The catalyst is CN(C=O)C.C(OCC)(=O)C.O. The product is [CH3:21][C:18]([C:13]1[CH:14]=[C:15]([NH:17][C:5]([NH:4][CH2:3][CH2:2][Cl:1])=[O:6])[CH:16]=[C:11]([C:7]([CH3:10])([CH3:9])[CH3:8])[C:12]=1[OH:22])([CH3:19])[CH3:20]. The yield is 0.830. (3) The reactants are [CH2:1]([P:5]([CH2:10][CH2:11][CH2:12][CH3:13])[CH2:6][CH2:7][CH2:8][CH3:9])[CH2:2][CH2:3][CH3:4].Cl.[C:15]1([B-:21]([C:34]2[CH:39]=[CH:38][CH:37]=[CH:36][CH:35]=2)([C:28]2[CH:33]=[CH:32][CH:31]=[CH:30][CH:29]=2)[C:22]2[CH:27]=[CH:26][CH:25]=[CH:24][CH:23]=2)[CH:20]=[CH:19][CH:18]=[CH:17][CH:16]=1.[Na+]. No catalyst specified. The product is [C:34]1([B-:21]([C:15]2[CH:16]=[CH:17][CH:18]=[CH:19][CH:20]=2)([C:22]2[CH:23]=[CH:24][CH:25]=[CH:26][CH:27]=2)[C:28]2[CH:33]=[CH:32][CH:31]=[CH:30][CH:29]=2)[CH:35]=[CH:36][CH:37]=[CH:38][CH:39]=1.[CH2:10]([PH+:5]([CH2:1][CH2:2][CH2:3][CH3:4])[CH2:6][CH2:7][CH2:8][CH3:9])[CH2:11][CH2:12][CH3:13]. The yield is 0.530. (4) The reactants are Br[C:2]1[CH:7]=[C:6]([CH3:8])[CH:5]=[CH:4][C:3]=1[C:9]1([O:14]COC)[CH2:13][CH2:12][CH2:11][CH2:10]1.[Li]CCCC.[B:23](OC(C)C)(OC(C)C)[O:24]C(C)C. The catalyst is C1COCC1. The product is [CH3:8][C:6]1[CH:5]=[CH:4][C:3]2[C:9]3([CH2:13][CH2:12][CH2:11][CH2:10]3)[O:14][B:23]([OH:24])[C:2]=2[CH:7]=1. The yield is 0.810. (5) The reactants are Cl[C:2]1[N:7]=[C:6]([CH3:8])[N:5]=[C:4]([N:9]([CH2:19][C:20]2[CH:25]=[CH:24][C:23]([O:26][CH3:27])=[CH:22][CH:21]=2)[CH2:10][C:11]2[CH:16]=[CH:15][C:14]([O:17][CH3:18])=[CH:13][CH:12]=2)[N:3]=1.[C:28]([O:32][C:33]([N:35]1[CH2:40][CH2:39][N:38]([CH2:41][C:42]2[CH:43]=[C:44](B(O)O)[C:45]([F:48])=[N:46][CH:47]=2)[CH2:37][CH2:36]1)=[O:34])([CH3:31])([CH3:30])[CH3:29].C([O-])(=O)C.[K+].O1CCOCC1. The catalyst is O. The product is [CH3:18][O:17][C:14]1[CH:15]=[CH:16][C:11]([CH2:10][N:9]([CH2:19][C:20]2[CH:25]=[CH:24][C:23]([O:26][CH3:27])=[CH:22][CH:21]=2)[C:4]2[N:5]=[C:6]([CH3:8])[N:7]=[C:2]([C:44]3[CH:43]=[C:42]([CH2:41][N:38]4[CH2:39][CH2:40][N:35]([C:33]([O:32][C:28]([CH3:31])([CH3:30])[CH3:29])=[O:34])[CH2:36][CH2:37]4)[CH:47]=[N:46][C:45]=3[F:48])[N:3]=2)=[CH:12][CH:13]=1. The yield is 0.790. (6) The reactants are [CH3:1][O:2][CH:3]=[CH:4][C:5]#[N:6].[N:7](Cl)=[O:8].N([O-])=O.[Na+].Cl.[CH3:15][OH:16]. No catalyst specified. The product is [CH3:1][O:2][CH:3]([O:16][CH3:15])[C:4](=[N:7][OH:8])[C:5]#[N:6]. The yield is 0.801.